From a dataset of Reaction yield outcomes from USPTO patents with 853,638 reactions. Predict the reaction yield, written as a fraction of the theoretical maximum amount of product (1.0 means a 100% yield; for example, 0.34 means a 34% yield). (1) The reactants are [CH2:1]([NH2:6])[C:2]([CH3:5])([CH3:4])[CH3:3].[C:7](Cl)(=[O:9])[CH3:8].C(N(CC)CC)C.C(Cl)Cl. The catalyst is O. The product is [CH2:1]([NH:6][C:7](=[O:9])[CH3:8])[C:2]([CH3:5])([CH3:4])[CH3:3]. The yield is 0.980. (2) The yield is 0.790. The catalyst is C(O)=O. The product is [NH2:26][C@@H:7]([CH2:8][CH2:9][CH:10]([CH2:18][C:19]1[CH:20]=[CH:21][C:22]([OH:25])=[CH:23][CH:24]=1)[C:11]([OH:13])=[O:12])[C:6]([OH:34])=[O:5]. The reactants are C([O:5][C:6](=[O:34])[C@@H:7]([NH:26]C(OC(C)(C)C)=O)[CH2:8][CH2:9][CH:10]([CH2:18][C:19]1[CH:24]=[CH:23][C:22]([OH:25])=[CH:21][CH:20]=1)[C:11]([O:13]C(C)(C)C)=[O:12])(C)(C)C. (3) The reactants are [H-].[Na+].[CH2:3]1COCC1.[N:8]1[C:17]2[C:12](=[CH:13][CH:14]=[CH:15][CH:16]=2)[CH:11]=[C:10]([C:18]2[C:24]3[CH:25]=[CH:26][CH:27]=[CH:28][C:23]=3[NH:22][C:21](=[O:29])[CH2:20][N:19]=2)[CH:9]=1.CI. The catalyst is O. The product is [CH3:3][N:22]1[C:23]2[CH:28]=[CH:27][CH:26]=[CH:25][C:24]=2[C:18]([C:10]2[CH:9]=[N:8][C:17]3[C:12]([CH:11]=2)=[CH:13][CH:14]=[CH:15][CH:16]=3)=[N:19][CH2:20][C:21]1=[O:29]. The yield is 0.530. (4) The reactants are P(Br)(Br)[Br:2].O[CH:6]([C:8]1[O:9][C:10](=[O:26])[C:11]2[C:16]([C:17]=1[C:18]1[CH:19]=[N:20][C:21]([O:24][CH3:25])=[CH:22][CH:23]=1)=[CH:15][CH:14]=[CH:13][CH:12]=2)[CH3:7]. The catalyst is C(Cl)Cl. The product is [Br:2][CH:6]([C:8]1[O:9][C:10](=[O:26])[C:11]2[C:16]([C:17]=1[C:18]1[CH:19]=[N:20][C:21]([O:24][CH3:25])=[CH:22][CH:23]=1)=[CH:15][CH:14]=[CH:13][CH:12]=2)[CH3:7]. The yield is 0.385. (5) The product is [C:19]1(=[C:25]([C:27]2[CH:28]=[CH:29][C:30]([OH:33])=[CH:31][CH:32]=2)[C:7]2[CH:12]=[CH:11][C:10]([CH:13]=[O:17])=[C:9]([F:18])[CH:8]=2)[CH2:20][CH2:21][CH2:22][CH2:23][CH2:24]1. The reactants are C([Li])CCC.Br[C:7]1[CH:12]=[CH:11][C:10]([CH:13]2[O:17]CCO2)=[C:9]([F:18])[CH:8]=1.[CH:19]1([C:25]([C:27]2[CH:32]=[CH:31][C:30]([O:33]COC)=[CH:29][CH:28]=2)=O)[CH2:24][CH2:23][CH2:22][CH2:21][CH2:20]1.O. The catalyst is C1COCC1. The yield is 0.350. (6) The reactants are [CH2:1]([C:3]1[S:35][C:6]2[N:7]([CH2:13][C:14]3[CH:19]=[CH:18][C:17]([C:20]4[CH:25]=[CH:24][CH:23]=[CH:22][C:21]=4[C:26]4[N:30]=[C:29](C(Cl)(Cl)Cl)[O:28][N:27]=4)=[CH:16][CH:15]=3)[C:8](=[O:12])[NH:9][C:10](=[O:11])[C:5]=2[CH:4]=1)[CH3:2].Br[CH2:37][C:38]1[C:42]2[CH:43]=[CH:44][C:45]([F:47])=[CH:46][C:41]=2[O:40][N:39]=1.C(=O)([O-])[O-:49].[K+].[K+]. The catalyst is C(#N)C. The product is [CH2:1]([C:3]1[S:35][C:6]2[N:7]([CH2:13][C:14]3[CH:15]=[CH:16][C:17]([C:20]4[CH:25]=[CH:24][CH:23]=[CH:22][C:21]=4[C:26]4[NH:30][C:29](=[O:49])[O:28][N:27]=4)=[CH:18][CH:19]=3)[C:8](=[O:12])[N:9]([CH2:37][C:38]3[C:42]4[CH:43]=[CH:44][C:45]([F:47])=[CH:46][C:41]=4[O:40][N:39]=3)[C:10](=[O:11])[C:5]=2[CH:4]=1)[CH3:2]. The yield is 0.190. (7) The reactants are [NH2:1][C:2]1[CH:7]=[C:6]([C:8]2[S:9][C:10]([C:23]3[NH:27][N:26]=[N:25][CH:24]=3)=[C:11]([C:15]3[CH:20]=[CH:19][C:18]([Cl:21])=[CH:17][C:16]=3[Cl:22])[C:12]=2[C:13]#[N:14])[CH:5]=[CH:4][N:3]=1.C(Cl)Cl.N1C=CC=CC=1.[C:37](OC(=O)C)(=[O:39])[CH3:38].CO.O.C(=O)(O)[O-].[Na+]. No catalyst specified. The product is [C:13]([C:12]1[C:11]([C:15]2[CH:20]=[CH:19][C:18]([Cl:21])=[CH:17][C:16]=2[Cl:22])=[C:10]([C:23]2[NH:27][N:26]=[N:25][CH:24]=2)[S:9][C:8]=1[C:6]1[CH:5]=[CH:4][N:3]=[C:2]([NH:1][C:37](=[O:39])[CH3:38])[CH:7]=1)#[N:14]. The yield is 0.520. (8) The catalyst is C(#N)C.CN(C=O)C. The product is [O:13]([C:20]1[CH:21]=[CH:22][C:23]([NH:24][C:1]([N:37]2[C:33]([NH2:32])=[N:34][C:35]([NH:38][C:39]3[CH:40]=[CH:41][C:42]([S:45](=[O:46])(=[O:47])[NH2:48])=[CH:43][CH:44]=3)=[N:36]2)=[S:2])=[CH:25][CH:26]=1)[C:14]1[CH:15]=[CH:16][CH:17]=[CH:18][CH:19]=1. The reactants are [C:1](N1C=CN=C1)(N1C=CN=C1)=[S:2].[O:13]([C:20]1[CH:26]=[CH:25][C:23]([NH2:24])=[CH:22][CH:21]=1)[C:14]1[CH:19]=[CH:18][CH:17]=[CH:16][CH:15]=1.N1C=CN=C1.[NH2:32][C:33]1[NH:37][N:36]=[C:35]([NH:38][C:39]2[CH:44]=[CH:43][C:42]([S:45]([NH2:48])(=[O:47])=[O:46])=[CH:41][CH:40]=2)[N:34]=1. The yield is 0.400.